From a dataset of Forward reaction prediction with 1.9M reactions from USPTO patents (1976-2016). Predict the product of the given reaction. Given the reactants Cl[S:2]([C:5]1[CH:6]=[C:7]([CH:41]=[CH:42][CH:43]=1)[C:8]([NH:10][C:11]1[S:12][C:13]2[CH2:40][CH2:39][CH2:38][CH2:37][C:14]=2[C:15]=1[C:16]([NH:18][C:19]1[CH:24]=[CH:23][C:22]([CH2:25][CH2:26][C:27]2[CH:36]=[CH:35][C:30]([C:31]([O:33][CH3:34])=[O:32])=[CH:29][CH:28]=2)=[CH:21][CH:20]=1)=[O:17])=[O:9])(=[O:4])=[O:3].[CH3:44][NH:45][CH2:46][CH2:47][C:48]([O:50][C:51]([CH3:54])([CH3:53])[CH3:52])=[O:49], predict the reaction product. The product is: [C:51]([O:50][C:48](=[O:49])[CH2:47][CH2:46][N:45]([CH3:44])[S:2]([C:5]1[CH:6]=[C:7]([CH:41]=[CH:42][CH:43]=1)[C:8]([NH:10][C:11]1[S:12][C:13]2[CH2:40][CH2:39][CH2:38][CH2:37][C:14]=2[C:15]=1[C:16]([NH:18][C:19]1[CH:24]=[CH:23][C:22]([CH2:25][CH2:26][C:27]2[CH:36]=[CH:35][C:30]([C:31]([O:33][CH3:34])=[O:32])=[CH:29][CH:28]=2)=[CH:21][CH:20]=1)=[O:17])=[O:9])(=[O:4])=[O:3])([CH3:54])([CH3:53])[CH3:52].